From a dataset of NCI-60 drug combinations with 297,098 pairs across 59 cell lines. Regression. Given two drug SMILES strings and cell line genomic features, predict the synergy score measuring deviation from expected non-interaction effect. Drug 1: CCC(=C(C1=CC=CC=C1)C2=CC=C(C=C2)OCCN(C)C)C3=CC=CC=C3.C(C(=O)O)C(CC(=O)O)(C(=O)O)O. Drug 2: CC(C)NC(=O)C1=CC=C(C=C1)CNNC.Cl. Cell line: HL-60(TB). Synergy scores: CSS=1.76, Synergy_ZIP=-0.514, Synergy_Bliss=-1.90, Synergy_Loewe=-3.52, Synergy_HSA=-4.32.